From a dataset of Forward reaction prediction with 1.9M reactions from USPTO patents (1976-2016). Predict the product of the given reaction. (1) Given the reactants [Br:1][C:2]1[CH:7]=[CH:6][N:5]=[C:4](F)[CH:3]=1.Cl.[NH2:10][C@H:11]([C:13]1[C:14](=[O:24])[NH:15][C:16]2[C:21]([CH:22]=1)=[CH:20][C:19]([Cl:23])=[CH:18][CH:17]=2)[CH3:12].C([O-])([O-])=O.[K+].[K+], predict the reaction product. The product is: [Br:1][C:2]1[CH:7]=[CH:6][N:5]=[C:4]([NH:10][C@H:11]([C:13]2[C:14](=[O:24])[NH:15][C:16]3[C:21]([CH:22]=2)=[CH:20][C:19]([Cl:23])=[CH:18][CH:17]=3)[CH3:12])[CH:3]=1. (2) Given the reactants [NH:1]([C:82]([O:84][C:85]([CH3:88])([CH3:87])[CH3:86])=[O:83])[C@H:2]([C:19]([NH:21][C@H:22]([C:40]([N:42]1[CH2:81][CH2:80][CH2:79][C@H:43]1[C:44]([NH:46][C@H:47]([C:49]([NH:51][C@H:52]([C:69]([O:71]CC1C=CC=CC=1)=[O:70])[CH2:53][CH2:54][CH2:55][CH2:56][NH:57][C:58]([O:60][CH2:61][C:62]1[CH:68]=[CH:67][CH:66]=[CH:65][C:63]=1[Cl:64])=[O:59])=[O:50])[CH3:48])=[O:45])=[O:41])[CH2:23][CH2:24][CH2:25][NH:26][C:27](=[NH:39])[NH:28][S:29]([C:32]1[CH:38]=[CH:37][C:35]([CH3:36])=[CH:34][CH:33]=1)(=[O:31])=[O:30])=[O:20])[CH2:3][CH2:4][CH2:5][CH2:6][NH:7][C:8]([O:10][CH2:11][C:12]1[CH:18]=[CH:17][CH:16]=[CH:15][C:13]=1[Cl:14])=[O:9].[OH-].[Na+].C(Cl)(Cl)Cl.CO, predict the reaction product. The product is: [NH:1]([C:82]([O:84][C:85]([CH3:86])([CH3:88])[CH3:87])=[O:83])[C@H:2]([C:19]([NH:21][C@H:22]([C:40]([N:42]1[CH2:81][CH2:80][CH2:79][C@H:43]1[C:44]([NH:46][C@H:47]([C:49]([NH:51][C@H:52]([C:69]([OH:71])=[O:70])[CH2:53][CH2:54][CH2:55][CH2:56][NH:57][C:58]([O:60][CH2:61][C:62]1[CH:68]=[CH:67][CH:66]=[CH:65][C:63]=1[Cl:64])=[O:59])=[O:50])[CH3:48])=[O:45])=[O:41])[CH2:23][CH2:24][CH2:25][NH:26][C:27](=[NH:39])[NH:28][S:29]([C:32]1[CH:33]=[CH:34][C:35]([CH3:36])=[CH:37][CH:38]=1)(=[O:31])=[O:30])=[O:20])[CH2:3][CH2:4][CH2:5][CH2:6][NH:7][C:8]([O:10][CH2:11][C:12]1[CH:18]=[CH:17][CH:16]=[CH:15][C:13]=1[Cl:14])=[O:9]. (3) Given the reactants [CH3:1][O:2][C:3](=[O:29])[CH:4]([NH:13][C:14](=[O:28])[CH:15]([CH2:23][S:24][C:25](=[O:27])[CH3:26])[CH2:16][C:17]1[CH:22]=[CH:21][CH:20]=[CH:19][CH:18]=1)[CH2:5][C:6]1[CH:11]=[CH:10][C:9]([NH2:12])=[CH:8][CH:7]=1.[C:30]([O:34][C:35]([NH:37][CH:38]([C:44]([N:46]1[CH2:50][CH2:49][CH2:48][CH:47]1[C:51]#[N:52])=[O:45])[CH2:39][CH2:40][C:41](O)=[O:42])=[O:36])([CH3:33])([CH3:32])[CH3:31].P(Cl)(Cl)(Cl)=O, predict the reaction product. The product is: [CH3:1][O:2][C:3](=[O:29])[CH:4]([NH:13][C:14](=[O:28])[CH:15]([CH2:23][S:24][C:25](=[O:27])[CH3:26])[CH2:16][C:17]1[CH:18]=[CH:19][CH:20]=[CH:21][CH:22]=1)[CH2:5][C:6]1[CH:7]=[CH:8][C:9]([NH:12][C:41](=[O:42])[CH2:40][CH2:39][CH:38]([NH:37][C:35]([O:34][C:30]([CH3:32])([CH3:31])[CH3:33])=[O:36])[C:44]([N:46]2[CH2:50][CH2:49][CH2:48][CH:47]2[C:51]#[N:52])=[O:45])=[CH:10][CH:11]=1. (4) Given the reactants [C:1]([OH:5])(=O)[CH2:2][OH:3].[CH3:6][CH2:7][N:8](C(C)C)C(C)C.C(Cl)CCl.C1C=CC2N(O)N=NC=2C=1.[CH2:29]([N:31]([CH2:58][CH3:59])[C:32]1[N:37]=[C:36]([C:38]2[O:42][N:41]=[C:40]([C:43]3[CH:48]=[C:47](C)[C:46](OC[C@@H]4CO4)=[C:45](CC)[CH:44]=3)[N:39]=2)[CH:35]=[C:34]([CH3:57])[N:33]=1)[CH3:30], predict the reaction product. The product is: [CH2:29]([N:31]([CH2:58][CH3:59])[C:32]1[N:37]=[C:36]([C:38]2[O:42][N:41]=[C:40]([C:43]3[CH:48]=[CH:47][C:46]([CH2:6][CH2:7][NH:8][C:1](=[O:5])[CH2:2][OH:3])=[CH:45][CH:44]=3)[N:39]=2)[CH:35]=[C:34]([CH3:57])[N:33]=1)[CH3:30]. (5) Given the reactants [F:1][C:2]1([F:18])[C@H:6]([OH:7])[C@@H:5]([CH2:8][OH:9])[O:4][C@H:3]1[N:10]1[CH:17]=[CH:16][C:14]([NH2:15])=[N:13][C:11]1=[O:12].[CH3:19][C:20]([Si:23](Cl)([CH3:25])[CH3:24])([CH3:22])[CH3:21], predict the reaction product. The product is: [Si:23]([O:9][CH2:8][C@H:5]1[O:4][C@@H:3]([N:10]2[CH:17]=[CH:16][C:14]([NH2:15])=[N:13][C:11]2=[O:12])[C:2]([F:1])([F:18])[C@@H:6]1[OH:7])([C:20]([CH3:22])([CH3:21])[CH3:19])([CH3:25])[CH3:24].